From a dataset of TCR-epitope binding with 47,182 pairs between 192 epitopes and 23,139 TCRs. Binary Classification. Given a T-cell receptor sequence (or CDR3 region) and an epitope sequence, predict whether binding occurs between them. (1) The epitope is TSDLATNNLVVMAY. The TCR CDR3 sequence is CASSFVFSGANVLTF. Result: 0 (the TCR does not bind to the epitope). (2) The epitope is LEPLVDLPI. The TCR CDR3 sequence is CASSPPGQGNHEQYF. Result: 1 (the TCR binds to the epitope). (3) The epitope is TFYLTNDVSFL. The TCR CDR3 sequence is CASSSGLAGGLETQYF. Result: 0 (the TCR does not bind to the epitope). (4) The epitope is RLRAEAQVK. The TCR CDR3 sequence is CASSTTMNTEAFF. Result: 1 (the TCR binds to the epitope).